Dataset: Reaction yield outcomes from USPTO patents with 853,638 reactions. Task: Predict the reaction yield, written as a fraction of the theoretical maximum amount of product (1.0 means a 100% yield; for example, 0.34 means a 34% yield). The reactants are [OH-].[K+].[CH:3]1[C:13]2[CH2:12][CH2:11][C:10]3[CH:14]=[CH:15][CH:16]=[CH:17][C:9]=3[C:8](=[CH:18][C:19]3[CH:20]=[C:21]([OH:25])[CH:22]=[CH:23][CH:24]=3)[C:7]=2[CH:6]=[CH:5][CH:4]=1.Cl[CH:27]([F:29])[F:28]. The catalyst is C(O)(C)C. The product is [F:28][CH:27]([F:29])[O:25][C:21]1[CH:20]=[C:19]([CH:24]=[CH:23][CH:22]=1)[CH:18]=[C:8]1[C:9]2[CH:17]=[CH:16][CH:15]=[CH:14][C:10]=2[CH2:11][CH2:12][C:13]2[CH:3]=[CH:4][CH:5]=[CH:6][C:7]1=2. The yield is 0.200.